This data is from Forward reaction prediction with 1.9M reactions from USPTO patents (1976-2016). The task is: Predict the product of the given reaction. (1) Given the reactants Br[C:2]1[CH:7]=[CH:6][C:5]([N:8]2[C:12]([CH2:13][C@@H:14]3[CH2:18][CH2:17][N:16]([C:19]([CH:21]4[CH2:23][CH2:22]4)=[O:20])[CH2:15]3)=[N:11][NH:10][C:9]2=[O:24])=[C:4]([F:25])[C:3]=1[F:26].CC1(C)C(C)(C)OB([C:35]2[CH:36]=[CH:37][C:38]3[O:42][CH:41]=[CH:40][C:39]=3[CH:43]=2)O1.C(=O)([O-])[O-].[Cs+].[Cs+], predict the reaction product. The product is: [O:42]1[C:38]2[CH:37]=[CH:36][C:35]([C:2]3[CH:7]=[CH:6][C:5]([N:8]4[C:12]([CH2:13][C@@H:14]5[CH2:18][CH2:17][N:16]([C:19]([CH:21]6[CH2:23][CH2:22]6)=[O:20])[CH2:15]5)=[N:11][NH:10][C:9]4=[O:24])=[C:4]([F:25])[C:3]=3[F:26])=[CH:43][C:39]=2[CH:40]=[CH:41]1. (2) Given the reactants Cl[C:2]1[N:11]=[C:10]([N:12]2[CH2:18][CH2:17][CH2:16][N:15]([CH3:19])[CH2:14][CH2:13]2)[C:9]2[C:4](=[CH:5][CH:6]=[CH:7][CH:8]=2)[N:3]=1.Cl.[NH2:21][C@H:22]1[CH2:26][CH2:25][N:24]([C:27](=[O:40])[CH2:28][C:29]2[CH:34]=[CH:33][C:32]([O:35][C:36]([F:39])([F:38])[F:37])=[CH:31][CH:30]=2)[CH2:23]1.O1CCOCC1.CC(C)([O-])C.[Na+], predict the reaction product. The product is: [CH3:19][N:15]1[CH2:16][CH2:17][CH2:18][N:12]([C:10]2[C:9]3[C:4](=[CH:5][CH:6]=[CH:7][CH:8]=3)[N:3]=[C:2]([NH:21][C@H:22]3[CH2:26][CH2:25][N:24]([C:27](=[O:40])[CH2:28][C:29]4[CH:30]=[CH:31][C:32]([O:35][C:36]([F:37])([F:38])[F:39])=[CH:33][CH:34]=4)[CH2:23]3)[N:11]=2)[CH2:13][CH2:14]1. (3) Given the reactants F[C:2](F)(F)[C:3]([O-])=O.[N:8]1[CH:13]=[CH:12][C:11]([C:14]2([CH2:17][CH2:18][NH2:19])[CH2:16][CH2:15]2)=[CH:10][CH:9]=1.[S:20]1[CH:24]=[CH:23][N:22]=[C:21]1[N:25]1[CH:29]=[CH:28][CH:27]=[C:26]1[CH:30]=O, predict the reaction product. The product is: [N:8]1[CH:13]=[CH:12][C:11]([C:14]2([CH2:17][CH2:18][N:19]([CH2:30][C:26]3[N:25]([C:21]4[S:20][CH:2]=[CH:3][N:22]=4)[CH:29]=[CH:28][CH:27]=3)[CH2:30][C:26]3[N:25]([C:21]4[S:20][CH:24]=[CH:23][N:22]=4)[CH:29]=[CH:28][CH:27]=3)[CH2:15][CH2:16]2)=[CH:10][CH:9]=1. (4) The product is: [F:20][C:14]1[CH:15]=[C:16]([F:19])[CH:17]=[CH:18][C:13]=1[S:10]([NH:9][C:4]1[C:5]([F:8])=[N:6][CH:7]=[C:2]([C:40]2[S:44][C:43]([C:45]3[CH:46]=[C:47]4[C:51](=[CH:52][CH:53]=3)[C:50](=[O:54])[N:49]([CH3:55])[CH2:48]4)=[CH:42][CH:41]=2)[CH:3]=1)(=[O:12])=[O:11]. Given the reactants Br[C:2]1[CH:3]=[C:4]([NH:9][S:10]([C:13]2[CH:18]=[CH:17][C:16]([F:19])=[CH:15][C:14]=2[F:20])(=[O:12])=[O:11])[C:5]([F:8])=[N:6][CH:7]=1.B1(B2OC(C)(C)C(C)(C)O2)OC(C)(C)C(C)(C)O1.I[C:40]1[S:44][C:43]([C:45]2[CH:46]=[C:47]3[C:51](=[CH:52][CH:53]=2)[C:50](=[O:54])[N:49]([CH3:55])[CH2:48]3)=[CH:42][CH:41]=1, predict the reaction product. (5) Given the reactants [CH2:1]([O:8][C:9]([C@H:11]1[CH2:13][C@H:12]1[C:14](O)=[O:15])=[O:10])[C:2]1[CH:7]=[CH:6][CH:5]=[CH:4][CH:3]=1.CN1CCOCC1.ClC(OCC)=O.[BH4-].[Na+].[Cl-].[NH4+], predict the reaction product. The product is: [OH:15][CH2:14][C@H:12]1[CH2:13][C@H:11]1[C:9]([O:8][CH2:1][C:2]1[CH:3]=[CH:4][CH:5]=[CH:6][CH:7]=1)=[O:10]. (6) Given the reactants [O:1]1[CH2:6][CH2:5][N:4]([CH2:7][CH2:8][CH2:9][NH:10][C:11]2[CH:16]=[CH:15][C:14]([CH2:17][CH:18]([O:22][CH2:23][CH3:24])[C:19]([OH:21])=[O:20])=[CH:13][CH:12]=2)[C:3]2[CH:25]=[CH:26][CH:27]=[CH:28][C:2]1=2.[NH2:29][C@H:30]([C:38]([OH:40])=[O:39])[CH2:31][CH2:32][CH2:33][NH:34][C:35](=[NH:37])[NH2:36].C1C=CC=CC=1, predict the reaction product. The product is: [NH2:29][C@H:30]([C:38]([OH:40])=[O:39])[CH2:31][CH2:32][CH2:33][NH:34][C:35](=[NH:36])[NH2:37].[O:1]1[CH2:6][CH2:5][N:4]([CH2:7][CH2:8][CH2:9][NH:10][C:11]2[CH:16]=[CH:15][C:14]([CH2:17][CH:18]([O:22][CH2:23][CH3:24])[C:19]([OH:21])=[O:20])=[CH:13][CH:12]=2)[C:3]2[CH:25]=[CH:26][CH:27]=[CH:28][C:2]1=2. (7) Given the reactants [OH-].[Li+].C[O:4][C:5]([C:7]1[C:8]([CH3:19])=[N:9][O:10][C:11]=1[C:12]1[CH:17]=[CH:16][C:15]([Br:18])=[CH:14][CH:13]=1)=[O:6], predict the reaction product. The product is: [Br:18][C:15]1[CH:14]=[CH:13][C:12]([C:11]2[O:10][N:9]=[C:8]([CH3:19])[C:7]=2[C:5]([OH:6])=[O:4])=[CH:17][CH:16]=1. (8) Given the reactants [CH3:1][O:2][C:3](=[O:24])[CH:4]([C:9]1[NH:10][C:11]2[C:16]([C:17]=1[CH2:18][CH2:19][N:20]=[N+:21]=[N-:22])=[CH:15][CH:14]=[C:13]([F:23])[CH:12]=2)[C:5]([O:7][CH3:8])=[O:6].[CH3:25][O-].[Na+].CI, predict the reaction product. The product is: [CH3:1][O:2][C:3](=[O:24])[C:4]([C:9]1[NH:10][C:11]2[C:16]([C:17]=1[CH2:18][CH2:19][N:20]=[N+:21]=[N-:22])=[CH:15][CH:14]=[C:13]([F:23])[CH:12]=2)([CH3:25])[C:5]([O:7][CH3:8])=[O:6]. (9) Given the reactants [Cl:1][C:2]1[C:3](=O)[NH:4][C:5]([S:8][CH3:9])=[N:6][CH:7]=1.O=P(Cl)(Cl)[Cl:13], predict the reaction product. The product is: [Cl:13][C:3]1[C:2]([Cl:1])=[CH:7][N:6]=[C:5]([S:8][CH3:9])[N:4]=1. (10) Given the reactants [Cl:1][C:2]1[CH:9]=[CH:8][CH:7]=[C:6]([N:10]2[CH:19]=[CH:18][C:17]3[C:12](=[C:13]([F:23])[CH:14]=[C:15]([CH:20]4[CH2:22][CH2:21]4)[CH:16]=3)[C:11]2=[O:24])[C:3]=1[CH:4]=[O:5].[BH4-].[Na+].O, predict the reaction product. The product is: [Cl:1][C:2]1[C:3]([CH2:4][OH:5])=[C:6]([N:10]2[CH:19]=[CH:18][C:17]3[C:12](=[C:13]([F:23])[CH:14]=[C:15]([CH:20]4[CH2:22][CH2:21]4)[CH:16]=3)[C:11]2=[O:24])[CH:7]=[CH:8][CH:9]=1.